Dataset: Forward reaction prediction with 1.9M reactions from USPTO patents (1976-2016). Task: Predict the product of the given reaction. (1) Given the reactants Br[C:2]1[CH:3]=[C:4]([C:8]([NH:10][C:11]2[O:12][C:13]([C:16]3[O:17][CH:18]=[CH:19][CH:20]=3)=[N:14][N:15]=2)=[O:9])[CH:5]=[N:6][CH:7]=1.[C:21]1([C:30]2[CH:35]=[CH:34][CH:33]=[CH:32][CH:31]=2)[CH:26]=[CH:25][C:24](B(O)O)=[CH:23][CH:22]=1, predict the reaction product. The product is: [C:21]1([C:30]2[CH:31]=[CH:32][CH:33]=[CH:34][CH:35]=2)[CH:26]=[CH:25][C:24]([C:2]2[CH:3]=[C:4]([C:8]([NH:10][C:11]3[O:12][C:13]([C:16]4[O:17][CH:18]=[CH:19][CH:20]=4)=[N:14][N:15]=3)=[O:9])[CH:5]=[N:6][CH:7]=2)=[CH:23][CH:22]=1. (2) Given the reactants [OH:1][CH2:2][C:3]1[CH:8]=[CH:7][C:6]([CH:9]2[CH2:15][CH:14]3[N:16]([C:17]([O:19][C:20]([CH3:23])([CH3:22])[CH3:21])=[O:18])[CH:11]([CH2:12][CH2:13]3)[CH:10]2[O:24][CH2:25][C:26]2[CH:35]=[CH:34][C:33]3[C:28](=[CH:29][CH:30]=[CH:31][CH:32]=3)[CH:27]=2)=[CH:5][CH:4]=1.[O:36]([CH2:43][CH2:44]Br)[C:37]1[CH:42]=[CH:41][CH:40]=[CH:39][CH:38]=1, predict the reaction product. The product is: [CH:27]1[C:28]2[C:33](=[CH:32][CH:31]=[CH:30][CH:29]=2)[CH:34]=[CH:35][C:26]=1[CH2:25][O:24][CH:10]1[CH:9]([C:6]2[CH:7]=[CH:8][C:3]([CH2:2][O:1][CH2:44][CH2:43][O:36][C:37]3[CH:42]=[CH:41][CH:40]=[CH:39][CH:38]=3)=[CH:4][CH:5]=2)[CH2:15][CH:14]2[N:16]([C:17]([O:19][C:20]([CH3:23])([CH3:22])[CH3:21])=[O:18])[CH:11]1[CH2:12][CH2:13]2.